This data is from Peptide-MHC class II binding affinity with 134,281 pairs from IEDB. The task is: Regression. Given a peptide amino acid sequence and an MHC pseudo amino acid sequence, predict their binding affinity value. This is MHC class II binding data. (1) The binding affinity (normalized) is 0.415. The peptide sequence is EKKYFAITQFEPLAA. The MHC is HLA-DQA10101-DQB10501 with pseudo-sequence HLA-DQA10101-DQB10501. (2) The peptide sequence is NVKCKTPTQLAETID. The MHC is H-2-IAb with pseudo-sequence H-2-IAb. The binding affinity (normalized) is 0.115. (3) The peptide sequence is KIPGYTVPVVNVEVSPF. The MHC is H-2-IAb with pseudo-sequence H-2-IAb. The binding affinity (normalized) is 0.111. (4) The peptide sequence is PSLIKTLQSRMSKNF. The MHC is DRB1_1101 with pseudo-sequence DRB1_1101. The binding affinity (normalized) is 0.836. (5) The peptide sequence is VLAALFAGAWCVPKV. The MHC is DRB1_0401 with pseudo-sequence DRB1_0401. The binding affinity (normalized) is 0.247. (6) The peptide sequence is HCNEMSWIQSIPFVH. The MHC is DRB1_0901 with pseudo-sequence DRB1_0901. The binding affinity (normalized) is 0.557. (7) The peptide sequence is VTANRAELKALIASN. The MHC is DRB1_1602 with pseudo-sequence DRB1_1602. The binding affinity (normalized) is 0.447.